From a dataset of Reaction yield outcomes from USPTO patents with 853,638 reactions. Predict the reaction yield, written as a fraction of the theoretical maximum amount of product (1.0 means a 100% yield; for example, 0.34 means a 34% yield). (1) The reactants are [NH2:1][C:2]1[N:6]([CH3:7])[C:5](=[O:8])[C:4]([C:19]2[CH:24]=[CH:23][CH:22]=[C:21]([O:25]CC3C=CC=CC=3)[CH:20]=2)([C:9]2[CH:10]=[N:11][N:12]([CH2:14][C:15]([F:18])([F:17])[F:16])[CH:13]=2)[N:3]=1. The catalyst is C(O)C.[Pd]. The product is [NH2:1][C:2]1[N:6]([CH3:7])[C:5](=[O:8])[C:4]([C:19]2[CH:24]=[CH:23][CH:22]=[C:21]([OH:25])[CH:20]=2)([C:9]2[CH:10]=[N:11][N:12]([CH2:14][C:15]([F:18])([F:17])[F:16])[CH:13]=2)[N:3]=1. The yield is 0.950. (2) The yield is 0.590. The product is [O:39]1[CH2:36][CH2:2][N:3]([C:2]2[N:7]=[C:6]([O:8][C:9]3[CH:35]=[CH:34][CH:33]=[CH:32][C:10]=3[CH2:11][NH:12][C:13]([NH:15][C:16]3[N:20]([C:21]4[CH:22]=[CH:23][C:24]([CH3:27])=[CH:25][CH:26]=4)[N:19]=[C:18]([C:28]([CH3:31])([CH3:30])[CH3:29])[CH:17]=3)=[O:14])[CH:5]=[CH:4][N:3]=2)[CH2:4][CH2:5]1. The reactants are Cl[C:2]1[N:7]=[C:6]([O:8][C:9]2[CH:35]=[CH:34][CH:33]=[CH:32][C:10]=2[CH2:11][NH:12][C:13]([NH:15][C:16]2[N:20]([C:21]3[CH:26]=[CH:25][C:24]([CH3:27])=[CH:23][CH:22]=3)[N:19]=[C:18]([C:28]([CH3:31])([CH3:30])[CH3:29])[CH:17]=2)=[O:14])[CH:5]=[CH:4][N:3]=1.[C:36](=[O:39])([O-])[O-].[Na+].[Na+]. The catalyst is C(O)C.N1CCOCC1. (3) The yield is 0.710. The reactants are [OH:1][C:2]1[CH:3]=[C:4]([C:8](=[O:10])[CH3:9])[CH:5]=[CH:6][CH:7]=1.C(=O)([O-])[O-].[Na+].[Na+].[C:17](OC=C)(=O)[CH3:18]. The catalyst is C1(C)C=CC=CC=1. The product is [CH:17]([O:1][C:2]1[CH:3]=[C:4]([C:8](=[O:10])[CH3:9])[CH:5]=[CH:6][CH:7]=1)=[CH2:18]. (4) The reactants are [NH2:1][C:2]1[CH:7]=[CH:6][CH:5]=[CH:4][CH:3]=1.[CH3:8][O:9][C:10]1[N:15]=[CH:14][C:13](B(O)O)=[CH:12][CH:11]=1.O.O=[CH:21][C:22]([OH:24])=[O:23]. The catalyst is C(#N)C. The product is [CH3:8][O:9][C:10]1[N:15]=[CH:14][C:13]([CH:21]([NH:1][C:2]2[CH:7]=[CH:6][CH:5]=[CH:4][CH:3]=2)[C:22]([OH:24])=[O:23])=[CH:12][CH:11]=1. The yield is 0.230. (5) The reactants are [Cl:1][C:2]1[CH:3]=[CH:4][C:5]([CH2:8][O:9][C:10]2[CH:15]=[CH:14][NH:13][C:12](=[O:16])[CH:11]=2)=[N:6][CH:7]=1.[NH2:17][C:18]1[CH:23]=[CH:22][C:21](I)=[CH:20][N:19]=1.C([O-])([O-])=O.[K+].[K+].OC1C=CC=C2C=1N=CC=C2. The catalyst is CN(C=O)C. The product is [Cl:1][C:2]1[CH:3]=[CH:4][C:5]([CH2:8][O:9][C:10]2[CH:15]=[CH:14][N:13]([C:21]3[CH:20]=[N:19][C:18]([NH2:17])=[CH:23][CH:22]=3)[C:12](=[O:16])[CH:11]=2)=[N:6][CH:7]=1. The yield is 0.719.